This data is from Full USPTO retrosynthesis dataset with 1.9M reactions from patents (1976-2016). The task is: Predict the reactants needed to synthesize the given product. Given the product [C:2]([OH:1])(=[O:29])[C:20]1[CH:21]=[CH:22][CH:23]=[CH:24][CH:25]=1, predict the reactants needed to synthesize it. The reactants are: [OH:1][C:2]1C2N=NNC=2C=CC=1.[CH2:20]1[CH2:25][CH2:24][CH:23](N=C=N[CH:20]2[CH2:25][CH2:24][CH2:23][CH2:22][CH2:21]2)[CH2:22][CH2:21]1.CN(C)C=[O:29].